Dataset: Full USPTO retrosynthesis dataset with 1.9M reactions from patents (1976-2016). Task: Predict the reactants needed to synthesize the given product. (1) The reactants are: [Br:1][C:2]1[CH:10]=[CH:9][C:8]([I:11])=[CH:7][C:3]=1[C:4]([OH:6])=[O:5].S(=O)(=O)(O)O.[CH3:17]O. Given the product [Br:1][C:2]1[CH:10]=[CH:9][C:8]([I:11])=[CH:7][C:3]=1[C:4]([O:6][CH3:17])=[O:5], predict the reactants needed to synthesize it. (2) The reactants are: C(OC([NH:8][CH2:9][CH2:10][N:11]([C:18]([O:20][CH2:21][CH2:22][Si:23]([CH3:26])([CH3:25])[CH3:24])=[O:19])[CH2:12][C:13]([O:15][CH2:16][CH3:17])=[O:14])=O)(C)(C)C.[C:27]1([CH3:37])[CH:32]=[CH:31][C:30]([S:33]([OH:36])(=[O:35])=[O:34])=[CH:29][CH:28]=1. Given the product [C:27]1([CH3:37])[CH:28]=[CH:29][C:30]([S:33]([OH:36])(=[O:34])=[O:35])=[CH:31][CH:32]=1.[NH2:8][CH2:9][CH2:10][N:11]([C:18]([O:20][CH2:21][CH2:22][Si:23]([CH3:24])([CH3:26])[CH3:25])=[O:19])[CH2:12][C:13]([O:15][CH2:16][CH3:17])=[O:14], predict the reactants needed to synthesize it.